From a dataset of Forward reaction prediction with 1.9M reactions from USPTO patents (1976-2016). Predict the product of the given reaction. (1) Given the reactants [Cl:1][C:2]1[CH:3]=[C:4]2[CH:10]=[CH:9][NH:8][C:5]2=[N:6][CH:7]=1.[Br:11]Br, predict the reaction product. The product is: [Br:11][C:10]1[C:4]2[C:5](=[N:6][CH:7]=[C:2]([Cl:1])[CH:3]=2)[NH:8][CH:9]=1. (2) Given the reactants [F:1][CH:2]([F:16])[C:3]1[CH:4]=[C:5]([CH:9]=[C:10]([CH2:12][N:13]([CH3:15])[CH3:14])[CH:11]=1)[C:6]([OH:8])=O.C(N(CC)CC)C.F[P-](F)(F)(F)(F)F.C[N+](C)=C(N(C)C)ON1C2N=CC=CC=2N=N1.[NH:48]1[CH2:53][CH2:52][CH:51]([N:54]2[CH2:57][C:56]([CH2:80][C:81]#[N:82])([N:58]3[CH:62]=[C:61]([C:63]4[C:64]5[CH:71]=[CH:70][N:69](COCC[Si](C)(C)C)[C:65]=5[N:66]=[CH:67][N:68]=4)[CH:60]=[N:59]3)[CH2:55]2)[CH2:50][CH2:49]1, predict the reaction product. The product is: [F:16][CH:2]([F:1])[C:3]1[CH:4]=[C:5]([CH:9]=[C:10]([CH2:12][N:13]([CH3:15])[CH3:14])[CH:11]=1)[C:6]([N:48]1[CH2:49][CH2:50][CH:51]([N:54]2[CH2:55][C:56]([CH2:80][C:81]#[N:82])([N:58]3[CH:62]=[C:61]([C:63]4[C:64]5[CH:71]=[CH:70][NH:69][C:65]=5[N:66]=[CH:67][N:68]=4)[CH:60]=[N:59]3)[CH2:57]2)[CH2:52][CH2:53]1)=[O:8]. (3) Given the reactants C(OC(=O)[NH:7][CH2:8][C:9]1[CH:14]=[CH:13][C:12]([NH:15][S:16]([CH3:19])(=[O:18])=[O:17])=[C:11]([CH:20]=[CH2:21])[CH:10]=1)(C)(C)C.FC(F)(F)C(O)=O, predict the reaction product. The product is: [NH2:7][CH2:8][C:9]1[CH:14]=[CH:13][C:12]([NH:15][S:16]([CH3:19])(=[O:18])=[O:17])=[C:11]([CH:20]=[CH2:21])[CH:10]=1. (4) Given the reactants [NH2:1][C:2]1[C:7]([S:8]([N:11]2[CH2:15][CH2:14][C@@H:13]([NH:16]C(=O)OC(C)(C)C)[CH2:12]2)(=[O:10])=[O:9])=[CH:6][C:5](Br)=[CH:4][N:3]=1.[CH3:25][C:26]1([CH3:51])[CH:35]=[C:34]([CH3:36])[C:33]2[N:32]=[CH:31][N:30]=[C:29]([N:37]3[CH2:43][C:42]4[CH:44]=[C:45](B(O)O)[CH:46]=[CH:47][C:41]=4[O:40][CH2:39][CH2:38]3)[C:28]=2[CH2:27]1, predict the reaction product. The product is: [NH2:16][C@@H:13]1[CH2:14][CH2:15][N:11]([S:8]([C:7]2[C:2]([NH2:1])=[N:3][CH:4]=[C:5]([C:45]3[CH:46]=[CH:47][C:41]4[O:40][CH2:39][CH2:38][N:37]([C:29]5[C:28]6[CH2:27][C:26]([CH3:25])([CH3:51])[CH:35]=[C:34]([CH3:36])[C:33]=6[N:32]=[CH:31][N:30]=5)[CH2:43][C:42]=4[CH:44]=3)[CH:6]=2)(=[O:9])=[O:10])[CH2:12]1. (5) Given the reactants [CH2:1]([O:3][C:4]1[C:13]([OH:14])=[C:12]2[C:7]([C:8]([CH2:15][C:16]3[CH:21]=[C:20]([N+:22]([O-])=O)[C:19]([O:25][CH2:26][CH3:27])=[C:18]([O:28][CH3:29])[CH:17]=3)=[CH:9][N:10]=[CH:11]2)=[CH:6][CH:5]=1)[CH3:2].[ClH:30].[NH4+].[OH-].CO, predict the reaction product. The product is: [ClH:30].[NH2:22][C:20]1[CH:21]=[C:16]([CH:17]=[C:18]([O:28][CH3:29])[C:19]=1[O:25][CH2:26][CH3:27])[CH2:15][C:8]1[C:7]2[C:12](=[C:13]([OH:14])[C:4]([O:3][CH2:1][CH3:2])=[CH:5][CH:6]=2)[CH:11]=[N:10][CH:9]=1. (6) Given the reactants [C:1]([C:3]1[C:4]2[S:12][C:11]([C:13]3[CH:18]=[CH:17][C:16]([C:19]([CH3:22])([CH3:21])[CH3:20])=[CH:15][CH:14]=3)=[CH:10][C:5]=2[C:6](=O)[NH:7][CH:8]=1)#[N:2].P(Cl)(Cl)([Cl:25])=O, predict the reaction product. The product is: [Cl:25][C:6]1[C:5]2[CH:10]=[C:11]([C:13]3[CH:18]=[CH:17][C:16]([C:19]([CH3:22])([CH3:21])[CH3:20])=[CH:15][CH:14]=3)[S:12][C:4]=2[C:3]([C:1]#[N:2])=[CH:8][N:7]=1. (7) Given the reactants [NH2:1][C:2]1[CH:6]=[CH:5][O:4][N:3]=1.[Br:7][C:8]1[CH:13]=[C:12]([C:14]([F:17])([F:16])[F:15])[CH:11]=[CH:10][C:9]=1[N:18]1[C:27]2[C:22](=[CH:23][C:24]([S:28](Cl)(=[O:30])=[O:29])=[CH:25][CH:26]=2)[CH:21]=[CH:20][C:19]1=[O:32].[Li+].C[Si]([N-][Si](C)(C)C)(C)C, predict the reaction product. The product is: [Br:7][C:8]1[CH:13]=[C:12]([C:14]([F:17])([F:16])[F:15])[CH:11]=[CH:10][C:9]=1[N:18]1[C:27]2[C:22](=[CH:23][C:24]([S:28]([NH:1][C:2]3[CH:6]=[CH:5][O:4][N:3]=3)(=[O:30])=[O:29])=[CH:25][CH:26]=2)[CH:21]=[CH:20][C:19]1=[O:32].